From a dataset of Catalyst prediction with 721,799 reactions and 888 catalyst types from USPTO. Predict which catalyst facilitates the given reaction. (1) Reactant: [C:1]1([S:7]([NH:10][C:11]2([CH3:24])[CH2:16][CH2:15][N:14]([C:17]([O:19][C:20]([CH3:23])([CH3:22])[CH3:21])=[O:18])[CH2:13][CH2:12]2)(=[O:9])=[O:8])[CH:6]=[CH:5][CH:4]=[CH:3][CH:2]=1.[H-].[Na+].I[CH3:28]. Product: [C:20]([O:19][C:17]([N:14]1[CH2:15][CH2:16][C:11]([CH3:24])([N:10]([CH3:28])[S:7]([C:1]2[CH:2]=[CH:3][CH:4]=[CH:5][CH:6]=2)(=[O:9])=[O:8])[CH2:12][CH2:13]1)=[O:18])([CH3:23])([CH3:22])[CH3:21]. The catalyst class is: 9. (2) Reactant: [Cl:1][C:2]1[C:10]2[C:9]3[CH2:11][N:12]([CH2:21][C:22]([F:25])([F:24])[F:23])[C:13](=[O:20])[C@H:14]([CH2:16][C:17]([OH:19])=O)[CH2:15][C:8]=3[CH:7]=[C:6]([Cl:26])[C:5]=2[NH:4][N:3]=1.CN(C(ON1N=NC2C=CC=CC1=2)=[N+](C)C)C.[B-](F)(F)(F)F.[NH:49]1[CH2:54][CH2:53][CH:52]([N:55]2[CH2:61][CH2:60][C:59]3[CH:62]=[CH:63][CH:64]=[CH:65][C:58]=3[NH:57][C:56]2=[O:66])[CH2:51][CH2:50]1.C(N(CC)C(C)C)(C)C. Product: [Cl:1][C:2]1[C:10]2[C:9]3[CH2:11][N:12]([CH2:21][C:22]([F:25])([F:24])[F:23])[C:13](=[O:20])[C@H:14]([CH2:16][C:17](=[O:19])[N:49]4[CH2:50][CH2:51][CH:52]([N:55]5[CH2:61][CH2:60][C:59]6[CH:62]=[CH:63][CH:64]=[CH:65][C:58]=6[NH:57][C:56]5=[O:66])[CH2:53][CH2:54]4)[CH2:15][C:8]=3[CH:7]=[C:6]([Cl:26])[C:5]=2[NH:4][N:3]=1. The catalyst class is: 9. (3) Reactant: [CH3:1][O:2][C:3](=[O:32])[C:4](=P(C1C=CC=CC=1)(C1C=CC=CC=1)C1C=CC=CC=1)[CH2:5][C:6]([O:8][C:9]([CH3:12])([CH3:11])[CH3:10])=[O:7].[C:33]1([C:41]2[CH:46]=[CH:45][CH:44]=[CH:43][CH:42]=2)[CH:38]=[CH:37][C:36]([CH:39]=O)=[CH:35][CH:34]=1. Product: [CH3:1][O:2][C:3](=[O:32])/[C:4](=[CH:39]\[C:36]1[CH:37]=[CH:38][C:33]([C:41]2[CH:46]=[CH:45][CH:44]=[CH:43][CH:42]=2)=[CH:34][CH:35]=1)/[CH2:5][C:6]([O:8][C:9]([CH3:11])([CH3:10])[CH3:12])=[O:7]. The catalyst class is: 11. (4) Reactant: [CH3:1][O:2][CH2:3][CH2:4][CH2:5][C:6]1[C:11]2[C:12]([CH3:17])=[C:13]([CH2:15]O)[O:14][C:10]=2[CH:9]=[CH:8][CH:7]=1.N1C=CC=CC=1.P(Br)(Br)[Br:25]. Product: [CH3:1][O:2][CH2:3][CH2:4][CH2:5][C:6]1[C:11]2[C:12]([CH3:17])=[C:13]([CH2:15][Br:25])[O:14][C:10]=2[CH:9]=[CH:8][CH:7]=1. The catalyst class is: 4. (5) Reactant: [C:1]([C:4]1[C:13]([N:14]2[CH2:19][CH2:18][CH:17]([NH:20][S:21]([CH3:24])(=[O:23])=[O:22])[CH2:16][CH2:15]2)=[C:12]2[C:7]([CH:8]=[CH:9][CH:10]=[N:11]2)=[C:6]([Cl:25])[CH:5]=1)(=O)[CH3:2].C([O-])(=O)C.[NH4+].C([BH3-])#[N:32].[Na+].O1CCCC1. Product: [NH2:32][CH:1]([C:4]1[C:13]([N:14]2[CH2:19][CH2:18][CH:17]([NH:20][S:21]([CH3:24])(=[O:23])=[O:22])[CH2:16][CH2:15]2)=[C:12]2[C:7]([CH:8]=[CH:9][CH:10]=[N:11]2)=[C:6]([Cl:25])[CH:5]=1)[CH3:2]. The catalyst class is: 449. (6) Reactant: [Cl:1][C:2]1[C:3]([N:8]2[CH2:13][CH2:12][NH:11][CH2:10][CH2:9]2)=[N:4][CH:5]=[CH:6][CH:7]=1.C(N(C(C)C)CC)(C)C.[C:23]([C:27]1[CH:32]=[CH:31][C:30]([S:33](Cl)(=[O:35])=[O:34])=[CH:29][CH:28]=1)([CH3:26])([CH3:25])[CH3:24]. The catalyst class is: 4. Product: [C:23]([C:27]1[CH:32]=[CH:31][C:30]([S:33]([N:11]2[CH2:10][CH2:9][N:8]([C:3]3[C:2]([Cl:1])=[CH:7][CH:6]=[CH:5][N:4]=3)[CH2:13][CH2:12]2)(=[O:35])=[O:34])=[CH:29][CH:28]=1)([CH3:26])([CH3:24])[CH3:25].